This data is from Forward reaction prediction with 1.9M reactions from USPTO patents (1976-2016). The task is: Predict the product of the given reaction. (1) The product is: [CH3:9][N:10]([CH3:1])[CH2:11][CH2:12][CH:13]([NH:21][C:22]1[CH:23]=[C:24]2[C:33](=[CH:34][CH:35]=1)[S:32][C:31]1[C:30]([C:36]3[NH:41][C:40](=[O:42])[CH:39]=[C:38]([N:43]4[CH2:44][CH2:45][O:46][CH2:47][CH2:48]4)[CH:37]=3)=[CH:29][CH:28]=[CH:27][C:26]=1[S:25]2)[C:14]1[CH:19]=[CH:18][CH:17]=[C:16]([CH3:20])[N:15]=1. Given the reactants [C:1](=O)([O-])[O-].[K+].[K+].CI.[CH3:9][NH:10][CH2:11][CH2:12][CH:13]([NH:21][C:22]1[CH:23]=[C:24]2[C:33](=[CH:34][CH:35]=1)[S:32][C:31]1[C:30]([C:36]3[NH:41][C:40](=[O:42])[CH:39]=[C:38]([N:43]4[CH2:48][CH2:47][O:46][CH2:45][CH2:44]4)[CH:37]=3)=[CH:29][CH:28]=[CH:27][C:26]=1[S:25]2)[C:14]1[CH:19]=[CH:18][CH:17]=[C:16]([CH3:20])[N:15]=1.C(=O)([O-])O.[Na+], predict the reaction product. (2) The product is: [Cl:27][CH2:28][CH2:29][N:30]([CH2:34][CH2:35][Cl:36])[C:31]([O:25][C:23]1[CH:22]=[CH:21][C:20]([CH3:26])=[C:19]([CH:10]([CH2:9][NH:8][C:6]([O:5][C:1]([CH3:2])([CH3:3])[CH3:4])=[O:7])[CH2:11][C:12]([O:14][C:15]([CH3:16])([CH3:17])[CH3:18])=[O:13])[CH:24]=1)=[O:32]. Given the reactants [C:1]([O:5][C:6]([NH:8][CH2:9][CH:10]([C:19]1[CH:24]=[C:23]([OH:25])[CH:22]=[CH:21][C:20]=1[CH3:26])[CH2:11][C:12]([O:14][C:15]([CH3:18])([CH3:17])[CH3:16])=[O:13])=[O:7])([CH3:4])([CH3:3])[CH3:2].[Cl:27][CH2:28][CH2:29][N:30]([CH2:34][CH2:35][Cl:36])[C:31](Cl)=[O:32], predict the reaction product. (3) Given the reactants [CH2:1]([O:8][C:9]1[CH:17]=[CH:16][C:12]([C:13]([OH:15])=O)=[CH:11][CH:10]=1)[C:2]1[CH:7]=[CH:6][CH:5]=[CH:4][CH:3]=1.[NH2:18][C:19]1[CH:20]=[C:21]([CH:24]=[CH:25][C:26]=1[NH:27][CH:28]1[CH2:33][CH2:32][CH2:31][CH2:30][CH2:29]1)[C:22]#[N:23].C(N(CC)CC)C, predict the reaction product. The product is: [CH2:1]([O:8][C:9]1[CH:10]=[CH:11][C:12]([C:13]([NH:18][C:19]2[CH:20]=[C:21]([C:22]#[N:23])[CH:24]=[CH:25][C:26]=2[NH:27][CH:28]2[CH2:29][CH2:30][CH2:31][CH2:32][CH2:33]2)=[O:15])=[CH:16][CH:17]=1)[C:2]1[CH:3]=[CH:4][CH:5]=[CH:6][CH:7]=1. (4) Given the reactants [F:1][C:2]([F:12])([C:8]([F:11])([F:10])[F:9])[C:3]([O:5][CH2:6][CH3:7])=[O:4].[BH4-].[Na+].Cl, predict the reaction product. The product is: [CH2:6]([O:5][CH:3]([OH:4])[C:2]([F:12])([F:1])[C:8]([F:10])([F:11])[F:9])[CH3:7]. (5) Given the reactants [Cl:1][C:2]1[CH:3]=[CH:4][C:5]([OH:12])=[C:6]([C:8](=[O:11])[CH2:9][CH3:10])[CH:7]=1.CN(C1C=CC=CN=1)C.C(N(CC)CC)C.[F:29][C:30]([F:43])([F:42])[S:31](O[S:31]([C:30]([F:43])([F:42])[F:29])(=[O:33])=[O:32])(=[O:33])=[O:32], predict the reaction product. The product is: [F:29][C:30]([F:43])([F:42])[S:31]([O:12][C:5]1[CH:4]=[CH:3][C:2]([Cl:1])=[CH:7][C:6]=1[C:8](=[O:11])[CH2:9][CH3:10])(=[O:33])=[O:32].